Dataset: Full USPTO retrosynthesis dataset with 1.9M reactions from patents (1976-2016). Task: Predict the reactants needed to synthesize the given product. (1) Given the product [F:2][C:3]1[CH:4]=[C:5]([C@H:14]([NH:15][C:33]([C:30]2[CH:29]=[CH:28][C:27]([C:25]([O:24][CH3:23])=[O:26])=[CH:32][N:31]=2)=[O:34])[C:16]2[C:21]([F:22])=[CH:20][CH:19]=[CH:18][N:17]=2)[CH:6]=[CH:7][C:8]=1[O:9][C:10]([F:13])([F:12])[F:11], predict the reactants needed to synthesize it. The reactants are: Cl.[F:2][C:3]1[CH:4]=[C:5]([C@@H:14]([C:16]2[C:21]([F:22])=[CH:20][CH:19]=[CH:18][N:17]=2)[NH2:15])[CH:6]=[CH:7][C:8]=1[O:9][C:10]([F:13])([F:12])[F:11].[CH3:23][O:24][C:25]([C:27]1[CH:28]=[CH:29][C:30]([C:33](O)=[O:34])=[N:31][CH:32]=1)=[O:26].CN(C(ON1N=NC2C=CC=NC1=2)=[N+](C)C)C.F[P-](F)(F)(F)(F)F.CCN(C(C)C)C(C)C. (2) Given the product [NH2:38][CH2:37][C@@H:33]1[CH2:34][CH2:35][CH2:36][N:32]1[C:21]1[N:20]=[CH:19][C:18]([N:16]([CH3:17])[C:14](=[O:15])[C:13]([C:5]2[CH:4]=[C:3]([C:2]([F:1])([F:51])[F:52])[CH:8]=[C:7]([C:9]([F:10])([F:11])[F:12])[CH:6]=2)([CH3:50])[CH3:49])=[C:23]([C:24]2[CH:29]=[CH:28][C:27]([F:30])=[CH:26][C:25]=2[CH3:31])[CH:22]=1, predict the reactants needed to synthesize it. The reactants are: [F:1][C:2]([F:52])([F:51])[C:3]1[CH:4]=[C:5]([C:13]([CH3:50])([CH3:49])[C:14]([N:16]([C:18]2[CH:19]=[N:20][C:21]([N:32]3[CH2:36][CH2:35][CH2:34][C@H:33]3[CH2:37][N:38]3C(=O)C4C(=CC=CC=4)C3=O)=[CH:22][C:23]=2[C:24]2[CH:29]=[CH:28][C:27]([F:30])=[CH:26][C:25]=2[CH3:31])[CH3:17])=[O:15])[CH:6]=[C:7]([C:9]([F:12])([F:11])[F:10])[CH:8]=1.O.NN. (3) Given the product [Cl:1][C:2]1[N:3]=[C:4]([N:13]2[CH2:18][CH2:17][O:16][CH2:15][CH2:14]2)[C:5]2[S:10][C:9]([CH2:11][N:23]([CH3:24])[CH2:22][CH2:21][N:20]([CH3:25])[CH3:19])=[CH:8][C:6]=2[N:7]=1, predict the reactants needed to synthesize it. The reactants are: [Cl:1][C:2]1[N:3]=[C:4]([N:13]2[CH2:18][CH2:17][O:16][CH2:15][CH2:14]2)[C:5]2[S:10][C:9]([CH:11]=O)=[CH:8][C:6]=2[N:7]=1.[CH3:19][N:20]([CH3:25])[CH2:21][CH2:22][NH:23][CH3:24]. (4) Given the product [F:14][C:15]1([F:22])[CH2:20][CH2:19][C:18]([O:21][Si:24]([CH3:27])([CH3:26])[CH3:25])=[CH:17][CH2:16]1, predict the reactants needed to synthesize it. The reactants are: C(NC(C)C)(C)C.CCCCCC.[F:14][C:15]1([F:22])[CH2:20][CH2:19][C:18](=[O:21])[CH2:17][CH2:16]1.Cl[Si:24]([CH3:27])([CH3:26])[CH3:25].C(N(CC)CC)C.C(=O)([O-])O.[Na+]. (5) Given the product [F:29][C:6]([F:5])([F:28])[C:7]([N:9]1[CH2:18][CH2:17][C:16]2[C:11](=[CH:12][CH:13]=[C:14]([OH:19])[CH:15]=2)[CH:10]1[C:21]1[CH:26]=[CH:25][C:24]([I:27])=[CH:23][CH:22]=1)=[O:8], predict the reactants needed to synthesize it. The reactants are: B(Br)(Br)Br.[F:5][C:6]([F:29])([F:28])[C:7]([N:9]1[CH2:18][CH2:17][C:16]2[C:11](=[CH:12][CH:13]=[C:14]([O:19]C)[CH:15]=2)[CH:10]1[C:21]1[CH:26]=[CH:25][C:24]([I:27])=[CH:23][CH:22]=1)=[O:8].CO. (6) Given the product [CH:11]1([N:7]2[CH2:8][CH2:9][CH2:10][N:5]3[C:4](=[O:15])[N:3]=[C:2]([O:32][CH2:31][C:19]4[CH:20]=[CH:21][C:22]([O:23][C:24]5[CH:29]=[CH:28][CH:27]=[C:26]([F:30])[CH:25]=5)=[C:17]([F:16])[CH:18]=4)[CH:14]=[C:6]23)[CH2:13][CH2:12]1, predict the reactants needed to synthesize it. The reactants are: Cl[C:2]1[CH:14]=[C:6]2[N:7]([CH:11]3[CH2:13][CH2:12]3)[CH2:8][CH2:9][CH2:10][N:5]2[C:4](=[O:15])[N:3]=1.[F:16][C:17]1[CH:18]=[C:19]([CH2:31][OH:32])[CH:20]=[CH:21][C:22]=1[O:23][C:24]1[CH:29]=[CH:28][CH:27]=[C:26]([F:30])[CH:25]=1. (7) Given the product [Cl:1][C:2]1[N:11]=[CH:10][C:9]2[C:4](=[C:5]([O:13][CH:14]3[CH2:19][CH2:18][O:17][CH2:16][CH2:15]3)[CH:6]=[CH:7][CH:8]=2)[N:3]=1, predict the reactants needed to synthesize it. The reactants are: [Cl:1][C:2]1[N:11]=[C:10](Cl)[C:9]2[C:4](=[C:5]([O:13][CH:14]3[CH2:19][CH2:18][O:17][CH2:16][CH2:15]3)[CH:6]=[CH:7][CH:8]=2)[N:3]=1.CCN(C(C)C)C(C)C. (8) Given the product [OH:14][C:13]1[N:12]=[CH:10][C:3]2[C:2](=[CH:7][CH:6]=[CH:5][CH:4]=2)[N:1]=1, predict the reactants needed to synthesize it. The reactants are: [NH2:1][C:2]1[C:7](F)=[CH:6][C:5](Br)=[CH:4][C:3]=1[CH2:10]O.[NH2:12][C:13](N)=[O:14].